Dataset: NCI-60 drug combinations with 297,098 pairs across 59 cell lines. Task: Regression. Given two drug SMILES strings and cell line genomic features, predict the synergy score measuring deviation from expected non-interaction effect. Drug 1: C1=C(C(=O)NC(=O)N1)F. Drug 2: CN(CCCl)CCCl.Cl. Cell line: DU-145. Synergy scores: CSS=36.5, Synergy_ZIP=-5.01, Synergy_Bliss=-6.75, Synergy_Loewe=-4.67, Synergy_HSA=-4.13.